From a dataset of Full USPTO retrosynthesis dataset with 1.9M reactions from patents (1976-2016). Predict the reactants needed to synthesize the given product. (1) The reactants are: [Cl:1][C:2]1[CH:3]=[C:4]([C:9]2([O:14][CH3:15])[CH2:13][CH2:12][NH:11][CH2:10]2)[CH:5]=[CH:6][C:7]=1[F:8].C(=O)([O-])[O-].[K+].[K+].Br[CH2:23][CH2:24][CH2:25][CH3:26]. Given the product [CH2:23]([N:11]1[CH2:12][CH2:13][C:9]([C:4]2[CH:5]=[CH:6][C:7]([F:8])=[C:2]([Cl:1])[CH:3]=2)([O:14][CH3:15])[CH2:10]1)[CH2:24][CH2:25][CH3:26], predict the reactants needed to synthesize it. (2) Given the product [C:35]([O:34][C:33](=[O:39])[NH:32][C:27]1[CH:26]=[CH:25][C:30]([Cl:31])=[C:29]([B:14]2[O:15][C:16]([CH3:21])([CH3:22])[C:17]([CH3:19])([CH3:20])[O:18]2)[CH:28]=1)([CH3:38])([CH3:36])[CH3:37], predict the reactants needed to synthesize it. The reactants are: CC([O-])=O.[K+].[CH3:21][C:16]1([CH3:22])[C:17]([CH3:20])([CH3:19])[O:18][B:14]([B:14]2[O:18][C:17]([CH3:20])([CH3:19])[C:16]([CH3:22])([CH3:21])[O:15]2)[O:15]1.Br[C:25]1[CH:26]=[C:27]([NH:32][C:33](=[O:39])[O:34][C:35]([CH3:38])([CH3:37])[CH3:36])[CH:28]=[CH:29][C:30]=1[Cl:31]. (3) Given the product [F:20][C:17]1[CH:16]=[CH:15][C:14]([CH2:13][N:10]([O:11][CH3:12])[C:8](=[O:9])[CH:7]=[C:5]([OH:6])[C:4]([NH:24][S:23]([C:27]2[S:31][C:30]([NH:32][C:33](=[O:35])[CH3:34])=[N:29][N:28]=2)(=[O:26])=[O:25])=[O:21])=[CH:19][CH:18]=1, predict the reactants needed to synthesize it. The reactants are: CC1(C)[O:6][C:5](=[CH:7][C:8]([N:10]([CH2:13][C:14]2[CH:19]=[CH:18][C:17]([F:20])=[CH:16][CH:15]=2)[O:11][CH3:12])=[O:9])[C:4](=[O:21])O1.[S:23]([C:27]1[S:31][C:30]([NH:32][C:33](=[O:35])[CH3:34])=[N:29][N:28]=1)(=[O:26])(=[O:25])[NH2:24]. (4) Given the product [CH2:27]([NH:34][C:23]([NH:22][C:17]1[CH:18]=[C:19]2[C:14](=[CH:15][CH:16]=1)[N:13]=[C:12]([NH:11][C@H:2]1[C:10]3[C:5](=[CH:6][CH:7]=[CH:8][CH:9]=3)[CH2:4][CH2:3]1)[CH:21]=[CH:20]2)=[NH:26])[C:28]1[CH:33]=[CH:32][CH:31]=[CH:30][CH:29]=1, predict the reactants needed to synthesize it. The reactants are: I.[C@H:2]1([NH:11][C:12]2[CH:21]=[CH:20][C:19]3[C:14](=[CH:15][CH:16]=[C:17]([NH:22][C:23](=[NH:26])SC)[CH:18]=3)[N:13]=2)[C:10]2[C:5](=[CH:6][CH:7]=[CH:8][CH:9]=2)[CH2:4][CH2:3]1.[CH2:27]([NH2:34])[C:28]1[CH:33]=[CH:32][CH:31]=[CH:30][CH:29]=1. (5) Given the product [F:19][C:2]([F:1])([F:18])[C:3]1[N:4]=[C:5]([O:9][C:10]2[CH:15]=[CH:14][C:13]([CH2:16][CH2:17][OH:29])=[CH:12][CH:11]=2)[CH:6]=[CH:7][CH:8]=1, predict the reactants needed to synthesize it. The reactants are: [F:1][C:2]([F:19])([F:18])[C:3]1[CH:8]=[CH:7][CH:6]=[C:5]([O:9][C:10]2[CH:15]=[CH:14][C:13]([CH:16]=[CH2:17])=[CH:12][CH:11]=2)[N:4]=1.B1C2CCCC1CCC2.[OH-:29].[Na+].OO. (6) Given the product [NH2:24][C:4]1[CH:3]=[C:2]([Cl:1])[CH:7]=[CH:6][C:5]=1[S:8]([NH:11][C:12]1[CH:13]=[CH:14][C:15]([C:22]#[N:23])=[C:16]2[C:21]=1[N:20]=[CH:19][CH:18]=[CH:17]2)(=[O:9])=[O:10], predict the reactants needed to synthesize it. The reactants are: [Cl:1][C:2]1[CH:7]=[CH:6][C:5]([S:8]([NH:11][C:12]2[CH:13]=[CH:14][C:15]([C:22]#[N:23])=[C:16]3[C:21]=2[N:20]=[CH:19][CH:18]=[CH:17]3)(=[O:10])=[O:9])=[C:4]([N+:24]([O-])=O)[CH:3]=1.Cl[Sn]Cl.Cl. (7) Given the product [Cl:1][C:2]1[CH:3]=[C:4]2[C:8](=[CH:9][CH:10]=1)[N:7]([C:11]1[N:15]([CH3:16])[N:14]=[C:13]([CH3:17])[C:12]=1[CH2:18][N:27]1[C:28](=[O:32])[C:29]3[C:31](=[CH:34][CH:35]=[CH:36][CH:37]=3)[C:30]1=[O:22])[CH:6]=[CH:5]2, predict the reactants needed to synthesize it. The reactants are: [Cl:1][C:2]1[CH:3]=[C:4]2[C:8](=[CH:9][CH:10]=1)[N:7]([C:11]1[N:15]([CH3:16])[N:14]=[C:13]([CH3:17])[C:12]=1[CH2:18]O)[CH:6]=[CH:5]2.CS(Cl)(=O)=[O:22].C([N:27]([CH2:30][CH3:31])[CH2:28][CH3:29])C.[OH2:32].O1[CH2:37][CH2:36][CH2:35][CH2:34]1. (8) Given the product [C:1]12([NH:11][CH2:12][C:13]3[CH:18]=[CH:17][C:16]([C:21]4[S:20][CH:24]=[CH:23][CH:22]=4)=[CH:15][N:14]=3)[CH2:10][CH:5]3[CH2:6][CH:7]([CH2:9][CH:3]([CH2:4]3)[CH2:2]1)[CH2:8]2, predict the reactants needed to synthesize it. The reactants are: [C:1]12([NH:11][CH2:12][C:13]3[CH:18]=[CH:17][C:16](Br)=[CH:15][N:14]=3)[CH2:10][CH:5]3[CH2:6][CH:7]([CH2:9][CH:3]([CH2:4]3)[CH2:2]1)[CH2:8]2.[S:20]1[CH:24]=[CH:23][CH:22]=[C:21]1B(O)O. (9) Given the product [NH2:18][C:16]1[C:15]([CH3:21])=[C:14]([C:22]([O:24][CH3:25])=[O:23])[CH:13]=[C:12]([C:8]2[CH:9]=[CH:10][CH:11]=[C:6]([S:3]([CH2:1][CH3:2])(=[O:5])=[O:4])[CH:7]=2)[CH:17]=1, predict the reactants needed to synthesize it. The reactants are: [CH2:1]([S:3]([C:6]1[CH:7]=[C:8]([C:12]2[CH:17]=[C:16]([N+:18]([O-])=O)[C:15]([CH3:21])=[C:14]([C:22]([O:24][CH3:25])=[O:23])[CH:13]=2)[CH:9]=[CH:10][CH:11]=1)(=[O:5])=[O:4])[CH3:2].[Cl-].[Ca+2].[Cl-].